From a dataset of Peptide-MHC class I binding affinity with 185,985 pairs from IEDB/IMGT. Regression. Given a peptide amino acid sequence and an MHC pseudo amino acid sequence, predict their binding affinity value. This is MHC class I binding data. (1) The peptide sequence is RELVRKTRF. The MHC is HLA-A02:01 with pseudo-sequence HLA-A02:01. The binding affinity (normalized) is 0.0847. (2) The binding affinity (normalized) is 0.0847. The peptide sequence is RGINDRNFW. The MHC is HLA-A26:01 with pseudo-sequence HLA-A26:01. (3) The binding affinity (normalized) is 0.0847. The MHC is HLA-A69:01 with pseudo-sequence HLA-A69:01. The peptide sequence is YQYIFLSFF. (4) The peptide sequence is WPAGRLVEA. The MHC is HLA-A11:01 with pseudo-sequence HLA-A11:01. The binding affinity (normalized) is 0.0847. (5) The peptide sequence is YPIVKGFAV. The MHC is HLA-B35:01 with pseudo-sequence HLA-B35:01. The binding affinity (normalized) is 1.00. (6) The peptide sequence is HLFTSMFSL. The MHC is HLA-A02:01 with pseudo-sequence HLA-A02:01. The binding affinity (normalized) is 0.640. (7) The peptide sequence is GQGGSPTAM. The MHC is HLA-B57:01 with pseudo-sequence HLA-B57:01. The binding affinity (normalized) is 0.575.